From a dataset of Full USPTO retrosynthesis dataset with 1.9M reactions from patents (1976-2016). Predict the reactants needed to synthesize the given product. (1) Given the product [Cl:1][C:2]1[CH:3]=[C:4]([CH:37]=[C:38]([C:40]#[N:41])[CH:39]=1)[O:5][C:6]1[C:11](=[O:12])[N:10]([CH2:13][C:14]2[C:15](=[O:23])[NH:16][C:17]([C:20]([NH2:22])=[O:21])=[N:18][CH:19]=2)[CH:9]=[N:8][C:7]=1[C:33]([F:36])([F:34])[F:35], predict the reactants needed to synthesize it. The reactants are: [Cl:1][C:2]1[CH:3]=[C:4]([CH:37]=[C:38]([C:40]#[N:41])[CH:39]=1)[O:5][C:6]1[C:11](=[O:12])[N:10]([CH2:13][C:14]2[C:15]([O:23]CC3C=CC(OC)=CC=3)=[N:16][C:17]([C:20]([NH2:22])=[O:21])=[N:18][CH:19]=2)[CH:9]=[N:8][C:7]=1[C:33]([F:36])([F:35])[F:34].Cl.CO. (2) Given the product [CH2:20]([O:19][CH2:18][CH2:17][CH2:16][CH2:15][CH2:14][O:13][CH2:10][CH2:11][CH2:12][OH:27])[C:21]1[CH:22]=[CH:23][CH:24]=[CH:25][CH:26]=1, predict the reactants needed to synthesize it. The reactants are: B1C2CCCC1CCC2.[CH2:10]([O:13][CH2:14][CH2:15][CH2:16][CH2:17][CH2:18][O:19][CH2:20][C:21]1[CH:26]=[CH:25][CH:24]=[CH:23][CH:22]=1)[CH:11]=[CH2:12].[O:27]1CCCC1. (3) The reactants are: [Cl:1][C:2]1[CH:3]=[CH:4][C:5]2[O:9][C:8]([S:10][C:11]3[N:12]=[N:13][C:14]([O:17]C)=[CH:15][CH:16]=3)=[C:7]([CH3:19])[C:6]=2[CH:20]=1.Cl. Given the product [Cl:1][C:2]1[CH:3]=[CH:4][C:5]2[O:9][C:8]([S:10][C:11]3[CH:16]=[CH:15][C:14](=[O:17])[NH:13][N:12]=3)=[C:7]([CH3:19])[C:6]=2[CH:20]=1, predict the reactants needed to synthesize it. (4) Given the product [Cl:20][CH2:21][C:22](/[N:12]=[C:2](\[O:9][CH2:10][CH3:11])/[C:3]1[CH:8]=[CH:7][CH:6]=[CH:5][CH:4]=1)=[O:23], predict the reactants needed to synthesize it. The reactants are: Cl.[C:2](=[NH:12])([O:9][CH2:10][CH3:11])[C:3]1[CH:8]=[CH:7][CH:6]=[CH:5][CH:4]=1.C(N(CC)CC)C.[Cl:20][CH2:21][C:22](Cl)=[O:23]. (5) Given the product [OH:22][CH:24]([CH2:25][CH2:26][CH3:27])[CH2:23][O:1][C:2]1[CH:3]=[C:4]([CH:19]=[CH:20][CH:21]=1)[O:5][CH2:6][CH2:7][N:8]1[C:9](=[O:18])[C:10]2[C:15](=[CH:14][CH:13]=[CH:12][CH:11]=2)[C:16]1=[O:17], predict the reactants needed to synthesize it. The reactants are: [OH:1][C:2]1[CH:3]=[C:4]([CH:19]=[CH:20][CH:21]=1)[O:5][CH2:6][CH2:7][N:8]1[C:16](=[O:17])[C:15]2[C:10](=[CH:11][CH:12]=[CH:13][CH:14]=2)[C:9]1=[O:18].[O:22]1[CH:24]([CH2:25][CH2:26][CH3:27])[CH2:23]1. (6) Given the product [CH3:49][O:48][CH2:47][CH2:46][CH2:45][N:40]1[C:39]2[CH:50]=[C:35]([CH2:34][O:1][CH:2]3[CH:7]([C:8]4[CH:9]=[CH:10][C:11]([O:14][CH2:15][CH2:16][CH2:17][O:18][C:19]5[CH:24]=[CH:23][CH:22]=[CH:21][C:20]=5[CH3:25])=[CH:12][CH:13]=4)[CH2:6][CH2:5][N:4]([C:26]([O:28][C:29]([CH3:32])([CH3:31])[CH3:30])=[O:27])[CH2:3]3)[CH:36]=[CH:37][C:38]=2[O:43][CH2:42][C:41]1=[O:44], predict the reactants needed to synthesize it. The reactants are: [OH:1][CH:2]1[CH:7]([C:8]2[CH:13]=[CH:12][C:11]([O:14][CH2:15][CH2:16][CH2:17][O:18][C:19]3[CH:24]=[CH:23][CH:22]=[CH:21][C:20]=3[CH3:25])=[CH:10][CH:9]=2)[CH2:6][CH2:5][N:4]([C:26]([O:28][C:29]([CH3:32])([CH3:31])[CH3:30])=[O:27])[CH2:3]1.Cl[CH2:34][C:35]1[CH:36]=[CH:37][C:38]2[O:43][CH2:42][C:41](=[O:44])[N:40]([CH2:45][CH2:46][CH2:47][O:48][CH3:49])[C:39]=2[CH:50]=1. (7) Given the product [Cl:53][C:48]1[CH:49]=[CH:50][CH:51]=[C:52]2[C:47]=1[C:46]([O:54][CH3:55])=[CH:45][N:44]=[C:43]2[O:40][C@H:38]1[CH2:37][N:14]2[C:15](=[O:36])[C@@H:16]([NH:28][C:29](=[O:35])[O:30][C:31]([CH3:33])([CH3:34])[CH3:32])[C@H:17]([CH3:27])[CH2:18][CH2:19][CH2:20][CH:21]([CH3:26])[CH:22]=[CH:23][C@@H:24]3[CH2:25][C@@:10]3([C:8](=[O:9])[NH:7][S:4]([CH:1]3[CH2:3][CH2:2]3)(=[O:6])=[O:5])[NH:11][C:12](=[O:41])[C@@H:13]2[CH2:39]1, predict the reactants needed to synthesize it. The reactants are: [CH:1]1([S:4]([NH:7][C:8]([C@@:10]23[CH2:25][C@H:24]2[CH:23]=[CH:22][CH:21]([CH3:26])[CH2:20][CH2:19][CH2:18][C@@H:17]([CH3:27])[C@H:16]([NH:28][C:29](=[O:35])[O:30][C:31]([CH3:34])([CH3:33])[CH3:32])[C:15](=[O:36])[N:14]2[CH2:37][C@H:38]([OH:40])[CH2:39][C@H:13]2[C:12](=[O:41])[NH:11]3)=[O:9])(=[O:6])=[O:5])[CH2:3][CH2:2]1.Cl[C:43]1[C:52]2[C:47](=[C:48]([Cl:53])[CH:49]=[CH:50][CH:51]=2)[C:46]([O:54][CH3:55])=[CH:45][N:44]=1.CC([O-])(C)C.[K+].